This data is from Full USPTO retrosynthesis dataset with 1.9M reactions from patents (1976-2016). The task is: Predict the reactants needed to synthesize the given product. (1) Given the product [CH3:8][C:9]1[CH:16]=[C:15]([CH3:17])[CH:14]=[CH:13][C:10]=1/[CH:11]=[N:7]/[S:5]([C:1]([CH3:4])([CH3:3])[CH3:2])=[O:6], predict the reactants needed to synthesize it. The reactants are: [C:1]([S@@:5]([NH2:7])=[O:6])([CH3:4])([CH3:3])[CH3:2].[CH3:8][C:9]1[CH:16]=[C:15]([CH3:17])[CH:14]=[CH:13][C:10]=1[CH:11]=O. (2) Given the product [Cl:1][C:2]1[N:3]=[C:4]([C:9]([NH:11][C@H:12]2[CH2:17][CH2:16][N:15]([C:18](=[O:35])/[CH:19]=[C:20]3/[C:21](=[O:34])[N:22]([CH2:26][C:27]([OH:29])=[O:28])[C:23](=[O:25])[S:24]/3)[CH2:14][C@H:13]2[O:36][CH3:37])=[O:10])[NH:5][C:6]=1[CH2:7][CH3:8], predict the reactants needed to synthesize it. The reactants are: [Cl:1][C:2]1[N:3]=[C:4]([C:9]([NH:11][C@H:12]2[CH2:17][CH2:16][N:15]([C:18](=[O:35])/[CH:19]=[C:20]3/[C:21](=[O:34])[N:22]([CH2:26][C:27]([O:29]C(C)(C)C)=[O:28])[C:23](=[O:25])[S:24]/3)[CH2:14][C@H:13]2[O:36][CH3:37])=[O:10])[NH:5][C:6]=1[CH2:7][CH3:8].FC(F)(F)C(O)=O.ClCCl. (3) The reactants are: [CH3:1][N:2]1[CH2:15][CH2:14][C:5]2[NH:6][C:7]3[CH:8]=[CH:9][C:10]([CH3:13])=[CH:11][C:12]=3[C:4]=2[CH2:3]1.[H-].[Na+].[CH3:18][O:19][C:20]1[CH:25]=[CH:24][C:23]([C:26]2([CH3:29])[CH2:28][O:27]2)=[CH:22][N:21]=1. Given the product [CH3:1][N:2]1[CH2:15][CH2:14][C:5]2[N:6]([CH2:29][C:26]([C:23]3[CH:22]=[N:21][C:20]([O:19][CH3:18])=[CH:25][CH:24]=3)([OH:27])[CH3:28])[C:7]3[CH:8]=[CH:9][C:10]([CH3:13])=[CH:11][C:12]=3[C:4]=2[CH2:3]1, predict the reactants needed to synthesize it. (4) Given the product [CH3:2][NH:3][C:4]1[CH:12]=[CH:11][C:7]([C:8]([O:10][CH3:16])=[O:9])=[CH:6][C:5]=1[N+:13]([O-:15])=[O:14], predict the reactants needed to synthesize it. The reactants are: Cl.[CH3:2][NH:3][C:4]1[CH:12]=[CH:11][C:7]([C:8]([OH:10])=[O:9])=[CH:6][C:5]=1[N+:13]([O-:15])=[O:14].[CH3:16]N(C=O)C. (5) Given the product [Cl:28][C:29]1[CH:30]=[N:31][CH:32]=[C:33]([Cl:36])[C:34]=1[CH2:35][CH2:16][C:10]1[C:9]2[N:8]([N:7]=[C:6]([CH:2]3[O:3][CH2:4][CH2:5][O:1]3)[CH:18]=2)[C:13]([O:14][CH3:15])=[CH:12][CH:11]=1, predict the reactants needed to synthesize it. The reactants are: [O:1]1[CH2:5][CH2:4][O:3][CH:2]1[C:6]1[CH:18]=[C:9]2[C:10]([CH2:16]O)=[CH:11][CH:12]=[C:13]([O:14][CH3:15])[N:8]2[N:7]=1.S(Cl)(Cl)=O.C(=O)([O-])O.[Na+].[Cl:28][C:29]1[CH:30]=[N:31][CH:32]=[C:33]([Cl:36])[C:34]=1[CH3:35].C[Si](C)(C)[N-][Si](C)(C)C.[Na+].[Cl-].[NH4+]. (6) Given the product [C:2]([C:7]1[O:11][C:10]([CH2:12][N:13]2[CH:17]=[CH:16][C:15]([NH:18][C:28]([C:26]3[N:27]=[C:23]([CH2:22][CH2:21][O:20][CH3:19])[O:24][C:25]=3[C:31]3[CH:36]=[CH:35][CH:34]=[CH:33][CH:32]=3)=[O:29])=[N:14]2)=[CH:9][CH:8]=1)(=[O:6])[CH3:1], predict the reactants needed to synthesize it. The reactants are: [CH3:1][C:2]1([C:7]2[O:11][C:10]([CH2:12][N:13]3[CH:17]=[CH:16][C:15]([NH2:18])=[N:14]3)=[CH:9][CH:8]=2)[O:6]CCO1.[CH3:19][O:20][CH2:21][CH2:22][C:23]1[O:24][C:25]([C:31]2[CH:36]=[CH:35][CH:34]=[CH:33][CH:32]=2)=[C:26]([C:28](O)=[O:29])[N:27]=1.